From a dataset of Full USPTO retrosynthesis dataset with 1.9M reactions from patents (1976-2016). Predict the reactants needed to synthesize the given product. (1) Given the product [NH:20]([C:3](=[O:2])[CH2:4][NH:5][C:6]([C:8]1[C:17]2[C:12](=[CH:13][CH:14]=[CH:15][CH:16]=2)[CH:11]=[CH:10][CH:9]=1)=[O:7])[NH2:21], predict the reactants needed to synthesize it. The reactants are: C[O:2][C:3](=O)[CH2:4][NH:5][C:6]([C:8]1[C:17]2[C:12](=[CH:13][CH:14]=[CH:15][CH:16]=2)[CH:11]=[CH:10][CH:9]=1)=[O:7].O.[NH2:20][NH2:21].O. (2) Given the product [ClH:1].[CH2:2]([N:4]([CH2:7][C:8]1[N:13]=[C:12]([NH:14][C:15]([NH:17][C:18]2[N:19]=[C:20]([CH:23]3[CH2:28][CH2:27][NH:26][CH2:25][CH2:24]3)[S:21][CH:22]=2)=[O:16])[CH:11]=[CH:10][CH:9]=1)[CH2:5][CH3:6])[CH3:3], predict the reactants needed to synthesize it. The reactants are: [ClH:1].[CH2:2]([N:4]([CH2:7][C:8]1[N:13]=[C:12]([NH:14][C:15]([NH:17][C:18]2[N:19]=[C:20]([CH:23]3[CH2:28][CH2:27][NH:26][CH2:25][CH2:24]3)[S:21][CH:22]=2)=[O:16])[CH:11]=[CH:10][CH:9]=1)[CH2:5][CH3:6])[CH3:3].CO. (3) Given the product [S:30]1[C:34]2[CH:35]=[CH:36][CH:37]=[CH:38][C:33]=2[N:32]=[C:31]1[O:39][C:40]1[CH:41]=[C:42]2[C:46](=[CH:47][CH:48]=1)[NH:45][C:44]([C:49]([N:5]1[CH2:10][CH2:9][CH2:8][CH2:7][CH2:6]1)=[O:50])=[CH:43]2, predict the reactants needed to synthesize it. The reactants are: C(Cl)CCl.[NH:5]1[CH2:10][CH2:9][CH2:8][CH2:7][CH2:6]1.CCN(C(C)C)C(C)C.OC1C2N=NNC=2C=CC=1.[S:30]1[C:34]2[CH:35]=[CH:36][CH:37]=[CH:38][C:33]=2[N:32]=[C:31]1[O:39][C:40]1[CH:41]=[C:42]2[C:46](=[CH:47][CH:48]=1)[NH:45][C:44]([C:49](O)=[O:50])=[CH:43]2. (4) Given the product [F:15][C:10]1[CH:9]=[C:8]2[C:13]([CH:14]=[C:5]([C:3]3[N:24]=[C:21]4[CH:20]=[CH:19][C:18]([CH3:17])=[N:23][N:22]4[CH:2]=3)[C:6](=[O:16])[O:7]2)=[CH:12][CH:11]=1, predict the reactants needed to synthesize it. The reactants are: Br[CH2:2][C:3]([C:5]1[C:6](=[O:16])[O:7][C:8]2[C:13]([CH:14]=1)=[CH:12][CH:11]=[C:10]([F:15])[CH:9]=2)=O.[CH3:17][C:18]1[N:23]=[N:22][C:21]([NH2:24])=[CH:20][CH:19]=1.